This data is from Forward reaction prediction with 1.9M reactions from USPTO patents (1976-2016). The task is: Predict the product of the given reaction. (1) Given the reactants [CH3:1][C:2]1[C:14]([N+:15]([O-:17])=[O:16])=[C:13]([CH3:18])[C:12]2[C:11]3[C:6](=[CH:7][CH:8]=[CH:9][CH:10]=3)[NH:5][C:4]=2[CH:3]=1.[C:19](=[O:22])([O-])[O-:20].[Cs+].[Cs+].I[CH:26]([CH3:28])[CH3:27], predict the reaction product. The product is: [CH3:1][CH2:2][O:20][C:19]([CH3:26])=[O:22].[CH3:12][CH2:4][CH2:3][CH:2]([CH3:14])[CH3:1].[CH3:1][C:2]1[C:14]([N+:15]([O-:17])=[O:16])=[C:13]([CH3:18])[C:12]2[C:11]3[C:6](=[CH:7][CH:8]=[CH:9][CH:10]=3)[N:5]([CH:26]([CH3:28])[CH3:27])[C:4]=2[CH:3]=1. (2) The product is: [N:26]([C:2]1[N:7]=[C:6]([NH:8][CH2:9][CH2:10][CH2:11][NH:12][C:13]([C:15]2[CH:19]=[C:18]([C:20]3[CH:25]=[CH:24][CH:23]=[CH:22][CH:21]=3)[NH:17][N:16]=2)=[O:14])[CH:5]=[CH:4][N:3]=1)=[N+:27]=[N-:28]. Given the reactants Cl[C:2]1[N:7]=[C:6]([NH:8][CH2:9][CH2:10][CH2:11][NH:12][C:13]([C:15]2[CH:19]=[C:18]([C:20]3[CH:25]=[CH:24][CH:23]=[CH:22][CH:21]=3)[NH:17][N:16]=2)=[O:14])[CH:5]=[CH:4][N:3]=1.[N-:26]=[N+:27]=[N-:28].[Na+], predict the reaction product. (3) Given the reactants [OH-].[Na+].[Cl:3][C:4]1[CH:5]=[N:6][CH:7]=[C:8]([Cl:23])[C:9]=1[S:10][C:11]1[S:15][C:14]([C:16]([O:18]C)=[O:17])=[CH:13][C:12]=1[N+:20]([O-:22])=[O:21], predict the reaction product. The product is: [Cl:23][C:8]1[CH:7]=[N:6][CH:5]=[C:4]([Cl:3])[C:9]=1[S:10][C:11]1[S:15][C:14]([C:16]([OH:18])=[O:17])=[CH:13][C:12]=1[N+:20]([O-:22])=[O:21]. (4) The product is: [C:36]([NH:40][C:9]([C:6]1[CH:5]=[C:4]([CH2:3][C:2]([CH3:1])([CH3:13])[CH3:12])[O:8][N:7]=1)=[O:11])([CH3:39])([CH3:38])[CH3:37]. Given the reactants [CH3:1][C:2]([CH3:13])([CH3:12])[CH2:3][C:4]1[O:8][N:7]=[C:6]([C:9]([OH:11])=O)[CH:5]=1.C1C=CC2N(O)N=NC=2C=1.CCN=C=NCCCN(C)C.Cl.[C:36]([NH2:40])([CH3:39])([CH3:38])[CH3:37], predict the reaction product. (5) Given the reactants [C:1]([OH:8])(=[O:7])/[CH:2]=[CH:3]\[C:4]([OH:6])=[O:5].[Cl:9][C:10]1[CH:27]=[CH:26][C:13]2[NH:14][C:15]([C:17](N3CCN(C)CC3)=O)=[N:16][C:12]=2[CH:11]=1.C(O)(=O)/C=[CH:30]\[C:31](O)=O.[Cl:36]C1C=[C:39]2[C:43](=CC=1)[NH:42][C:41]([C:46]([N:48]1[CH2:53]CN(C)CC1)=O)=[CH:40]2.C[S:56](C)=O, predict the reaction product. The product is: [CH3:41][NH:42][CH2:27][CH2:26][C:13]1[N:14]=[CH:15][CH:17]=[CH:11][CH:12]=1.[ClH:9].[ClH:36].[C:1]([OH:8])(=[O:7])/[CH:2]=[CH:3]\[C:4]([OH:6])=[O:5].[CH:12]1([NH:16][C:15]([N:14]2[CH2:43][CH2:39][CH:40]([C:41]3[N:42]=[CH:53][NH:48][CH:46]=3)[CH2:31][CH2:30]2)=[S:56])[CH2:11][CH2:10][CH2:27][CH2:26][CH2:13]1. (6) Given the reactants [O:1]1[CH2:5][CH2:4][CH2:3][C@H:2]1[C:6]([OH:8])=O.[CH2:9]([C:16]1[S:20][C:19]([C:21]2[CH:26]=[C:25]([F:27])[CH:24]=[CH:23][C:22]=2[F:28])=[N:18][C:17]=1[C@H:29]([NH:34][CH2:35][C@H:36]1[C@@H:40]([F:41])[CH2:39][N:38]([C:42]([O:44][CH2:45][C:46]2[CH:51]=[CH:50][CH:49]=[CH:48][CH:47]=2)=[O:43])[CH2:37]1)[C:30]([CH3:33])([CH3:32])[CH3:31])[C:10]1[CH:15]=[CH:14][CH:13]=[CH:12][CH:11]=1.C(N(CC)C(C)C)(C)C, predict the reaction product. The product is: [CH2:9]([C:16]1[S:20][C:19]([C:21]2[CH:26]=[C:25]([F:27])[CH:24]=[CH:23][C:22]=2[F:28])=[N:18][C:17]=1[C@H:29]([N:34]([CH2:35][C@H:36]1[C@@H:40]([F:41])[CH2:39][N:38]([C:42]([O:44][CH2:45][C:46]2[CH:47]=[CH:48][CH:49]=[CH:50][CH:51]=2)=[O:43])[CH2:37]1)[C:6]([C@@H:2]1[CH2:3][CH2:4][CH2:5][O:1]1)=[O:8])[C:30]([CH3:33])([CH3:32])[CH3:31])[C:10]1[CH:15]=[CH:14][CH:13]=[CH:12][CH:11]=1. (7) Given the reactants C([O:4][CH2:5][C:6]1[C:7]([N:29]2[CH2:41][CH2:40][N:32]3[C:33]4[CH2:34][CH2:35][CH2:36][CH2:37][C:38]=4[CH:39]=[C:31]3[C:30]2=[O:42])=[N:8][CH:9]=[CH:10][C:11]=1[C:12]1[CH:17]=[C:16]([NH:18][C:19]2[CH:23]=[C:22]([CH:24]3[CH2:26][CH2:25]3)[NH:21][N:20]=2)[C:15](=[O:27])[N:14]([CH3:28])[CH:13]=1)(=O)C.O[Li].O, predict the reaction product. The product is: [CH:24]1([C:22]2[NH:21][N:20]=[C:19]([NH:18][C:16]3[C:15](=[O:27])[N:14]([CH3:28])[CH:13]=[C:12]([C:11]4[CH:10]=[CH:9][N:8]=[C:7]([N:29]5[CH2:41][CH2:40][N:32]6[C:33]7[CH2:34][CH2:35][CH2:36][CH2:37][C:38]=7[CH:39]=[C:31]6[C:30]5=[O:42])[C:6]=4[CH2:5][OH:4])[CH:17]=3)[CH:23]=2)[CH2:25][CH2:26]1.